Dataset: Full USPTO retrosynthesis dataset with 1.9M reactions from patents (1976-2016). Task: Predict the reactants needed to synthesize the given product. (1) Given the product [F:37][C:38]1([F:42])[CH2:41][N:40]([C:2]2[CH:3]=[C:4]([CH:33]=[CH:34][CH:35]=2)[CH2:5][N:6]2[C:10]3[CH:11]=[C:12]([O:15][CH2:16][C:17]4[CH:22]=[CH:21][C:20]([CH3:23])=[CH:19][N:18]=4)[CH:13]=[CH:14][C:9]=3[N:8]=[C:7]2[C@H:24]2[CH2:29][CH2:28][CH2:27][CH2:26][C@H:25]2[C:30]([OH:32])=[O:31])[CH2:39]1, predict the reactants needed to synthesize it. The reactants are: Br[C:2]1[CH:3]=[C:4]([CH:33]=[CH:34][CH:35]=1)[CH2:5][N:6]1[C:10]2[CH:11]=[C:12]([O:15][CH2:16][C:17]3[CH:22]=[CH:21][C:20]([CH3:23])=[CH:19][N:18]=3)[CH:13]=[CH:14][C:9]=2[N:8]=[C:7]1[C@H:24]1[CH2:29][CH2:28][CH2:27][CH2:26][C@H:25]1[C:30]([OH:32])=[O:31].Cl.[F:37][C:38]1([F:42])[CH2:41][NH:40][CH2:39]1. (2) Given the product [CH:1]([O:4][C:5](=[O:14])[C:6]1[CH:11]=[CH:10][CH:9]=[C:8]([B:31]2[O:32][C:33]([CH3:35])([CH3:34])[C:29]([CH3:36])([CH3:28])[O:30]2)[C:7]=1[CH3:13])([CH3:3])[CH3:2], predict the reactants needed to synthesize it. The reactants are: [CH:1]([O:4][C:5](=[O:14])[C:6]1[CH:11]=[CH:10][CH:9]=[C:8](Br)[C:7]=1[CH3:13])([CH3:3])[CH3:2].O1CCOCC1.C(N(CC)CC)C.[CH3:28][C:29]1([CH3:36])[C:33]([CH3:35])([CH3:34])[O:32][BH:31][O:30]1. (3) Given the product [CH2:15]([O:20][C:2]1[CH:3]=[C:4]([CH3:11])[CH:5]=[CH:6][C:7]=1[N+:8]([O-:10])=[O:9])[CH2:14][CH2:13][CH3:12].[CH2:21]([O:20][C:15]1[CH:14]=[C:13]([CH3:12])[CH:19]=[CH:18][C:16]=1[NH:17][C:31]([NH:25][C:26]1[S:27][CH:28]=[CH:29][N:30]=1)=[O:35])[CH2:22][CH2:23][CH3:24], predict the reactants needed to synthesize it. The reactants are: F[C:2]1[CH:3]=[C:4]([CH3:11])[CH:5]=[CH:6][C:7]=1[N+:8]([O-:10])=[O:9].[CH3:12][C:13]1[CH:19]=[CH:18][C:16]([NH2:17])=[C:15]([O:20][CH2:21][CH2:22][CH2:23][CH3:24])[CH:14]=1.[NH2:25][C:26]1[S:27][CH:28]=[CH:29][N:30]=1.[CH2:31]([OH:35])CCC. (4) The reactants are: FC1CCCC1.Cl.[CH3:8][O:9][CH2:10][O:11][C:12]1[CH:21]=[CH:20][C:19]2[O:18][CH:17]([C:22]3[CH:27]=[CH:26][C:25]([O:28][CH2:29][O:30][CH3:31])=[CH:24][CH:23]=3)[CH:16]3[CH2:32][CH:33]([OH:35])[CH2:34][CH:15]3[C:14]=2[CH:13]=1. Given the product [CH3:8][O:9][CH2:10][O:11][C:12]1[CH:21]=[CH:20][C:19]2[O:18][CH:17]([C:22]3[CH:23]=[CH:24][C:25]([O:28][CH2:29][O:30][CH3:31])=[CH:26][CH:27]=3)[CH:16]3[CH2:32][C:33](=[O:35])[CH2:34][CH:15]3[C:14]=2[CH:13]=1, predict the reactants needed to synthesize it. (5) Given the product [NH2:16][C@H:13]1[CH2:14][CH2:15][N:11]([C@H:8]2[CH2:9][CH2:10][C@@H:5]([N:4]([CH:1]([CH3:2])[CH3:3])[CH3:31])[CH2:6][C@H:7]2[CH2:28][CH2:29][CH3:30])[C:12]1=[O:27], predict the reactants needed to synthesize it. The reactants are: [CH:1]([N:4]([CH3:31])[C@@H:5]1[CH2:10][CH2:9][C@H:8]([N:11]2[CH2:15][CH2:14][C@H:13]([NH:16]C(=O)OCC3C=CC=CC=3)[C:12]2=[O:27])[C@H:7]([CH2:28][CH2:29][CH3:30])[CH2:6]1)([CH3:3])[CH3:2].Br.CC(O)=O.CCOCC.O.C=O. (6) Given the product [C:25]([C:22]1[CH:23]=[CH:24][C:16]([N:1]2[CH2:6][CH2:5][CH2:4][C@@H:3]([NH:7][C:8](=[O:14])[O:9][C:10]([CH3:11])([CH3:13])[CH3:12])[CH2:2]2)=[C:17]2[C:21]=1[NH:20][CH:19]=[CH:18]2)#[N:26], predict the reactants needed to synthesize it. The reactants are: [NH:1]1[CH2:6][CH2:5][CH2:4][C@@H:3]([NH:7][C:8](=[O:14])[O:9][C:10]([CH3:13])([CH3:12])[CH3:11])[CH2:2]1.F[C:16]1[CH:24]=[CH:23][C:22]([C:25]#[N:26])=[C:21]2[C:17]=1[CH:18]=[CH:19][NH:20]2.N1C=CC=CC=1. (7) Given the product [C:15]([C:4]1[CH:3]=[C:2]([NH2:1])[N:6]([C:7]2[CH:8]=[CH:9][C:10]([Cl:14])=[C:11]([O:13][CH2:27][CH2:26][O:25][CH:20]3[CH2:21][CH2:22][CH2:23][CH2:24][O:19]3)[CH:12]=2)[N:5]=1)([CH3:18])([CH3:17])[CH3:16], predict the reactants needed to synthesize it. The reactants are: [NH2:1][C:2]1[N:6]([C:7]2[CH:8]=[CH:9][C:10]([Cl:14])=[C:11]([OH:13])[CH:12]=2)[N:5]=[C:4]([C:15]([CH3:18])([CH3:17])[CH3:16])[CH:3]=1.[O:19]1[CH2:24][CH2:23][CH2:22][CH2:21][CH:20]1[O:25][CH2:26][CH2:27]O.C1C=CC(P(C2C=CC=CC=2)C2C=CC=CC=2)=CC=1.CCOC(/N=N/C(OCC)=O)=O.